The task is: Predict the product of the given reaction.. This data is from Forward reaction prediction with 1.9M reactions from USPTO patents (1976-2016). (1) The product is: [OH:36][C:33]1[C:32]([C:37]2[CH:42]=[CH:41][CH:40]=[CH:39][N:38]=2)=[C:31]2[NH:30][C:11]([C:8]3[CH:9]=[CH:10][C:5]4[O:4][CH:3]=[C:2]([CH3:1])[C:6]=4[CH:7]=3)=[CH:12][C:13](=[O:15])[N:35]2[N:34]=1. Given the reactants [CH3:1][C:2]1[C:6]2[CH:7]=[C:8]([C:11](=O)[CH2:12][C:13]([O:15]CC)=O)[CH:9]=[CH:10][C:5]=2[O:4][CH:3]=1.CC1C=CC(S(O)(=O)=O)=CC=1.[NH2:30][C:31]1[NH:35][N:34]=[C:33]([OH:36])[C:32]=1[C:37]1[CH:42]=[CH:41][CH:40]=[CH:39][N:38]=1, predict the reaction product. (2) Given the reactants O[CH2:2][C:3]1[CH:4]=[C:5]([C:9]2[CH:13]=[C:12]([CH2:14][CH:15]([CH3:17])[CH3:16])[S:11][C:10]=2[S:18]([NH:21][C:22]([CH3:25])([CH3:24])[CH3:23])(=[O:20])=[O:19])[CH:6]=[CH:7][CH:8]=1.C(Br)(Br)(Br)[Br:27].C1C=CC(P(C2C=CC=CC=2)C2C=CC=CC=2)=CC=1.O, predict the reaction product. The product is: [Br:27][CH2:2][C:3]1[CH:4]=[C:5]([C:9]2[CH:13]=[C:12]([CH2:14][CH:15]([CH3:17])[CH3:16])[S:11][C:10]=2[S:18]([NH:21][C:22]([CH3:25])([CH3:24])[CH3:23])(=[O:20])=[O:19])[CH:6]=[CH:7][CH:8]=1. (3) Given the reactants [NH2:1][C:2]1[N:10]=[CH:9][N:8]=[C:7]2[C:3]=1[N:4]=[CH:5][N:6]2[C@@H:11]1[O:15][C@:14]([CH3:26])([O:16][CH2:17][P:18](=[O:25])([O:22][CH2:23][CH3:24])[O:19][CH2:20][CH3:21])[C@@H:13]([O:27][Si](C(C)(C)C)(C)C)[C@H:12]1[O:35][Si](C(C)(C)C)(C)C.[F-].C([N+](CCCC)(CCCC)CCCC)CCC, predict the reaction product. The product is: [NH2:1][C:2]1[N:10]=[CH:9][N:8]=[C:7]2[C:3]=1[N:4]=[CH:5][N:6]2[C@@H:11]1[O:15][C@:14]([CH3:26])([O:16][CH2:17][P:18](=[O:25])([O:19][CH2:20][CH3:21])[O:22][CH2:23][CH3:24])[C@@H:13]([OH:27])[C@H:12]1[OH:35].